This data is from Reaction yield outcomes from USPTO patents with 853,638 reactions. The task is: Predict the reaction yield, written as a fraction of the theoretical maximum amount of product (1.0 means a 100% yield; for example, 0.34 means a 34% yield). (1) No catalyst specified. The product is [CH3:20][O:21][C:22]1[CH:29]=[C:28]([O:30][CH3:31])[C:27]([CH3:32])=[CH:26][C:23]=1[CH:24]([OH:25])[C:9]#[C:8][C:6]1[CH:7]=[CH:2][CH:3]=[CH:4][CH:5]=1. The reactants are F[C:2]1[CH:3]=[CH:4][C:5](OC)=[C:6]([CH:8](O)[C:9]#CC2C=CC=CC=2)[CH:7]=1.[CH3:20][O:21][C:22]1[CH:29]=[C:28]([O:30][CH3:31])[C:27]([CH3:32])=[CH:26][C:23]=1[CH:24]=[O:25]. The yield is 0.890. (2) The reactants are [CH:1]1([CH2:7][NH:8][C:9]2[CH:14]=[CH:13][C:12]([NH:15][C:16](=[O:18])[CH3:17])=[CH:11][C:10]=2[N+:19]([O-])=O)[CH2:6][CH2:5][CH2:4][CH2:3][CH2:2]1. The catalyst is C(OCC)(=O)C.[Pd]. The product is [NH2:19][C:10]1[CH:11]=[C:12]([NH:15][C:16](=[O:18])[CH3:17])[CH:13]=[CH:14][C:9]=1[NH:8][CH2:7][CH:1]1[CH2:6][CH2:5][CH2:4][CH2:3][CH2:2]1. The yield is 0.970. (3) The reactants are [C:1]1([C:17]([O:19][CH3:20])=[O:18])[N:2]=[CH:3][N:4]2[CH2:9][CH2:8][N:7]([C:10]([O:12][C:13]([CH3:16])([CH3:15])[CH3:14])=[O:11])[CH2:6][C:5]=12.C1C(=O)N([Br:28])C(=O)C1. The catalyst is C(#N)C. The product is [Br:28][C:3]1[N:4]2[CH2:9][CH2:8][N:7]([C:10]([O:12][C:13]([CH3:14])([CH3:15])[CH3:16])=[O:11])[CH2:6][C:5]2=[C:1]([C:17]([O:19][CH3:20])=[O:18])[N:2]=1. The yield is 0.600.